This data is from Retrosynthesis with 50K atom-mapped reactions and 10 reaction types from USPTO. The task is: Predict the reactants needed to synthesize the given product. (1) The reactants are: COC(=O)c1cc(Br)c(=O)n(Cc2ccc(OC)cc2)n1. Given the product COc1ccc(Cn2nc(CO)cc(Br)c2=O)cc1, predict the reactants needed to synthesize it. (2) Given the product CC(C)(C)OC(=O)N1CCC(n2cnc3c(N4CCOCC4)nc(Cl)nc32)CC1, predict the reactants needed to synthesize it. The reactants are: C1COCCN1.CC(C)(C)OC(=O)N1CCC(n2cnc3c(Cl)nc(Cl)nc32)CC1.